Dataset: Full USPTO retrosynthesis dataset with 1.9M reactions from patents (1976-2016). Task: Predict the reactants needed to synthesize the given product. (1) Given the product [Cl:21][C:22]1[N:23]=[N:24][C:25]([N:15]2[CH2:14][CH2:13][CH:12]([N:9]3[CH2:10][CH2:11][C:5]4[CH:4]=[C:3]([O:2][CH3:1])[CH:20]=[CH:19][C:6]=4[NH:7][C:8]3=[O:18])[CH2:17][CH2:16]2)=[CH:26][C:27]=1[C:28]([C:30]1[CH:40]=[C:39]([CH3:41])[C:33]2[N:34]([CH3:38])[C:35](=[O:37])[O:36][C:32]=2[CH:31]=1)=[O:29], predict the reactants needed to synthesize it. The reactants are: [CH3:1][O:2][C:3]1[CH:20]=[CH:19][C:6]2[NH:7][C:8](=[O:18])[N:9]([CH:12]3[CH2:17][CH2:16][NH:15][CH2:14][CH2:13]3)[CH2:10][CH2:11][C:5]=2[CH:4]=1.[Cl:21][C:22]1[N:23]=[N:24][C:25](Cl)=[CH:26][C:27]=1[C:28]([C:30]1[CH:40]=[C:39]([CH3:41])[C:33]2[N:34]([CH3:38])[C:35](=[O:37])[O:36][C:32]=2[CH:31]=1)=[O:29].CCN(C(C)C)C(C)C. (2) Given the product [F:1][C:2]1[C:24]([S:25]([CH:26]2[CH2:27][CH2:28][N:29]([CH:32]([CH3:34])[CH3:33])[CH2:30][CH2:31]2)=[O:36])=[CH:23][C:5]2[C:6]3[N:7]([CH:11]=[C:12]([C:14]4[N:18]([CH:19]([CH3:20])[CH3:21])[N:17]=[C:16]([CH3:22])[N:15]=4)[N:13]=3)[CH2:8][CH2:9][O:10][C:4]=2[CH:3]=1, predict the reactants needed to synthesize it. The reactants are: [F:1][C:2]1[C:24]([S:25][CH:26]2[CH2:31][CH2:30][N:29]([CH:32]([CH3:34])[CH3:33])[CH2:28][CH2:27]2)=[CH:23][C:5]2[C:6]3[N:7]([CH:11]=[C:12]([C:14]4[N:18]([CH:19]([CH3:21])[CH3:20])[N:17]=[C:16]([CH3:22])[N:15]=4)[N:13]=3)[CH2:8][CH2:9][O:10][C:4]=2[CH:3]=1.C(O)(C(F)(F)F)=[O:36].C1C=C(Cl)C=C(C(OO)=O)C=1. (3) Given the product [CH2:17]([CH:21]1[CH2:22][CH:23]2[N:28]([CH2:2][C@@H:3]([CH3:16])[CH2:4][N:5]3[C:14]4[C:9](=[CH:10][CH:11]=[CH:12][CH:13]=4)[CH2:8][CH2:7][C:6]3=[O:15])[CH:26]([CH2:25][CH2:24]2)[CH2:27]1)[CH2:18][CH2:19][CH3:20], predict the reactants needed to synthesize it. The reactants are: I[CH2:2][C@@H:3]([CH3:16])[CH2:4][N:5]1[C:14]2[C:9](=[CH:10][CH:11]=[CH:12][CH:13]=2)[CH2:8][CH2:7][C:6]1=[O:15].[CH2:17]([CH:21]1[CH2:27][CH:26]2[NH:28][CH:23]([CH2:24][CH2:25]2)[CH2:22]1)[CH2:18][CH2:19][CH3:20]. (4) Given the product [Br:1][C:2]1[CH:3]=[C:4]([CH:5]=[CH:6][C:7]=1[F:8])[CH2:9][CH2:10][C:11]1[NH:12][CH:17]=[C:16]([CH2:21][C:22]2[CH:23]=[N:24][C:25]([O:28][CH3:29])=[N:26][CH:27]=2)[C:15](=[O:14])[N:13]=1, predict the reactants needed to synthesize it. The reactants are: [Br:1][C:2]1[CH:3]=[C:4]([CH2:9][CH2:10][C:11](=[NH:13])[NH2:12])[CH:5]=[CH:6][C:7]=1[F:8].[OH:14]/[CH:15]=[C:16](/[CH2:21][C:22]1[CH:23]=[N:24][C:25]([O:28][CH3:29])=[N:26][CH:27]=1)\[C:17](OC)=O.C([O-])([O-])=O.[K+].[K+]. (5) Given the product [CH2:1]([O:3][CH:4]([CH2:10][C:11]1[CH:16]=[CH:15][C:14]([O:17][CH2:18][C:19]([C:20]2[CH:25]=[CH:24][CH:23]=[C:22]([O:26][CH3:27])[CH:21]=2)=[O:33])=[CH:13][CH:12]=1)[C:5]([OH:7])=[O:6])[CH3:2], predict the reactants needed to synthesize it. The reactants are: [CH2:1]([O:3][CH:4]([CH2:10][C:11]1[CH:16]=[CH:15][C:14]([O:17][CH2:18][C:19](=NOC)[C:20]2[CH:25]=[CH:24][CH:23]=[C:22]([O:26][CH3:27])[CH:21]=2)=[CH:13][CH:12]=1)[C:5]([O:7]CC)=[O:6])[CH3:2].C(O)(=[O:33])C. (6) The reactants are: [CH2:1]([N:3]1[CH:7]=[CH:6][N:5]=[C:4]1[CH:8]1[C:17](=O)[C:16]2[C:15]([C:19](OCC)=[O:20])=[CH:14][CH:13]=[CH:12][C:11]=2[NH:10][CH:9]1[C:24]1[CH:29]=[CH:28][C:27]([F:30])=[CH:26][CH:25]=1)[CH3:2].O.[NH2:32][NH2:33]. Given the product [CH2:1]([N:3]1[CH:7]=[CH:6][N:5]=[C:4]1[CH:8]1[C:17]2=[N:32][NH:33][C:19](=[O:20])[C:15]3[CH:14]=[CH:13][CH:12]=[C:11]([C:16]=32)[NH:10][CH:9]1[C:24]1[CH:25]=[CH:26][C:27]([F:30])=[CH:28][CH:29]=1)[CH3:2], predict the reactants needed to synthesize it.